Dataset: Peptide-MHC class II binding affinity with 134,281 pairs from IEDB. Task: Regression. Given a peptide amino acid sequence and an MHC pseudo amino acid sequence, predict their binding affinity value. This is MHC class II binding data. (1) The peptide sequence is GKLQIVDKIDAAFKI. The MHC is DRB1_0401 with pseudo-sequence DRB1_0401. The binding affinity (normalized) is 0.592. (2) The peptide sequence is CPKYVKQNTLKLATG. The MHC is DRB5_0101 with pseudo-sequence DRB5_0101. The binding affinity (normalized) is 0.745. (3) The MHC is HLA-DQA10501-DQB10302 with pseudo-sequence HLA-DQA10501-DQB10302. The binding affinity (normalized) is 0.428. The peptide sequence is VAIKGPLRISASSAA. (4) The peptide sequence is EKKYFAATQFEPSAA. The MHC is HLA-DQA10101-DQB10501 with pseudo-sequence HLA-DQA10101-DQB10501. The binding affinity (normalized) is 0.287.